Task: Predict the product of the given reaction.. Dataset: Forward reaction prediction with 1.9M reactions from USPTO patents (1976-2016) (1) Given the reactants [CH3:1][C:2]1[N:6]([C:7]2[CH:12]=[CH:11][CH:10]=[CH:9][C:8]=2CCN)[N:5]=[N:4][N:3]=1.[OH:16][C@H:17]1[CH2:22][CH2:21][C@@H:20]([NH:23][C:24]2[C:29]([C:30]#[N:31])=[CH:28][N:27]=[C:26](S(C)(=O)=O)[N:25]=2)[CH2:19][C:18]1([CH3:37])[CH3:36].O[C@H]1CC[C@@H:42]([NH:45]C2C(C#N)=CN=C(S(C)=O)N=2)[CH2:41]C1(C)C.CCN(C(C)C)C(C)C, predict the reaction product. The product is: [OH:16][C@H:17]1[CH2:22][CH2:21][C@@H:20]([NH:23][C:24]2[C:29]([C:30]#[N:31])=[CH:28][N:27]=[C:26]([NH:45][CH2:42][CH2:41][C:11]3[CH:10]=[CH:9][CH:8]=[C:7]([N:6]4[C:2]([CH3:1])=[N:3][N:4]=[N:5]4)[CH:12]=3)[N:25]=2)[CH2:19][C:18]1([CH3:37])[CH3:36]. (2) Given the reactants [OH:1][C:2]1[CH:7]=[CH:6][CH:5]=[CH:4][C:3]=1[C:8](=[O:10])[CH3:9].N1CCCC1.[C:16]([C:20]1[CH:34]=[CH:33][C:23]([C:24]([N:26]2[CH2:31][CH2:30][C:29](=O)[CH2:28][CH2:27]2)=[O:25])=[CH:22][C:21]=1[O:35][CH3:36])([CH3:19])([CH3:18])[CH3:17], predict the reaction product. The product is: [C:16]([C:20]1[CH:34]=[CH:33][C:23]([C:24]([N:26]2[CH2:31][CH2:30][C:29]3([CH2:9][C:8](=[O:10])[C:3]4[C:2](=[CH:7][CH:6]=[CH:5][CH:4]=4)[O:1]3)[CH2:28][CH2:27]2)=[O:25])=[CH:22][C:21]=1[O:35][CH3:36])([CH3:19])([CH3:17])[CH3:18]. (3) Given the reactants [C:1]([O:5][C:6]([C:8]1[C:9]([CH3:44])=[C:10]2[C:14](=[CH:15][CH:16]=1)[C@@H:13]([NH:17][C:18]([C:20]1[N:25]3[N:26]=[CH:27][C:28]([C:29]([OH:31])=O)=[C:24]3[N:23]=[C:22]([C:32](=[O:43])[NH:33][CH2:34][C:35]3[CH:40]=[CH:39][C:38]([F:41])=[C:37]([F:42])[CH:36]=3)[CH:21]=1)=[O:19])[CH2:12][CH2:11]2)=[O:7])([CH3:4])([CH3:3])[CH3:2].C[N:46]([CH:48]=O)[CH3:47].[C:50](Cl)(=[O:54])C(Cl)=O.[CH2:56](Cl)Cl, predict the reaction product. The product is: [C:1]([O:5][C:6]([C:8]1[C:9]([CH3:44])=[C:10]2[C:14](=[CH:15][CH:16]=1)[C@@H:13]([NH:17][C:18]([C:20]1[N:25]3[N:26]=[CH:27][C:28]([C:29]([N:46]4[CH2:47][CH2:50][O:54][CH2:56][CH2:48]4)=[O:31])=[C:24]3[N:23]=[C:22]([C:32](=[O:43])[NH:33][CH2:34][C:35]3[CH:40]=[CH:39][C:38]([F:41])=[C:37]([F:42])[CH:36]=3)[CH:21]=1)=[O:19])[CH2:12][CH2:11]2)=[O:7])([CH3:2])([CH3:4])[CH3:3].